Dataset: Catalyst prediction with 721,799 reactions and 888 catalyst types from USPTO. Task: Predict which catalyst facilitates the given reaction. (1) Reactant: [O:1]=[C:2]1[N:8]([CH:9]2[CH2:14][CH2:13][N:12]([C:15]([O:17][C@@H:18]([C:31](O)=[O:32])[CH2:19][C:20]3[CH:29]=[C:28]([CH3:30])[C:23]4[NH:24][C:25](=[O:27])[O:26][C:22]=4[CH:21]=3)=[O:16])[CH2:11][CH2:10]2)[CH2:7][CH2:6][C:5]2[CH:34]=[CH:35][CH:36]=[CH:37][C:4]=2[NH:3]1.CN(C(ON1N=NC2C=CC=CC1=2)=[N+](C)C)C.[B-](F)(F)(F)F.C(N(CC)CC)C.[N:67]1([CH:78]2[CH2:83][CH2:82][NH:81][CH2:80][CH2:79]2)[CH2:72][CH2:71][CH:70]([C:73]([O:75][CH2:76][CH3:77])=[O:74])[CH2:69][CH2:68]1. Product: [CH3:30][C:28]1[C:23]2[NH:24][C:25](=[O:27])[O:26][C:22]=2[CH:21]=[C:20]([CH2:19][C@@H:18]([O:17][C:15]([N:12]2[CH2:11][CH2:10][CH:9]([N:8]3[CH2:7][CH2:6][C:5]4[CH:34]=[CH:35][CH:36]=[CH:37][C:4]=4[NH:3][C:2]3=[O:1])[CH2:14][CH2:13]2)=[O:16])[C:31]([N:81]2[CH2:82][CH2:83][CH:78]([N:67]3[CH2:68][CH2:69][CH:70]([C:73]([O:75][CH2:76][CH3:77])=[O:74])[CH2:71][CH2:72]3)[CH2:79][CH2:80]2)=[O:32])[CH:29]=1. The catalyst class is: 49. (2) Reactant: [F:1][C:2]([F:20])([F:19])[C:3]1[CH:8]=[CH:7][C:6]([C:9]2[O:13][N:12]=[C:11]([C:14](OCC)=[O:15])[CH:10]=2)=[CH:5][CH:4]=1.[BH4-].[Na+].O. Product: [F:20][C:2]([F:1])([F:19])[C:3]1[CH:4]=[CH:5][C:6]([C:9]2[O:13][N:12]=[C:11]([CH2:14][OH:15])[CH:10]=2)=[CH:7][CH:8]=1. The catalyst class is: 8.